This data is from Catalyst prediction with 721,799 reactions and 888 catalyst types from USPTO. The task is: Predict which catalyst facilitates the given reaction. (1) The catalyst class is: 2. Reactant: [CH2:1]([N:3]=[C:4]=[O:5])[CH3:2].[C:6]([O:10][C:11](=[O:42])[N:12]([CH3:41])[CH2:13][CH2:14][N:15]([C:27](=[O:40])[CH2:28][NH:29][C:30]1[CH:39]=[CH:38][CH:37]=[C:36]2[C:31]=1[CH2:32][CH2:33][NH:34][CH2:35]2)[CH2:16][C:17]1[CH:22]=[CH:21][CH:20]=[CH:19][C:18]=1[C:23]([F:26])([F:25])[F:24])([CH3:9])([CH3:8])[CH3:7]. Product: [CH2:1]([NH:3][C:4]([N:34]1[CH2:33][CH2:32][C:31]2[C:36](=[CH:37][CH:38]=[CH:39][C:30]=2[NH:29][CH2:28][C:27]([N:15]([CH2:14][CH2:13][N:12]([CH3:41])[C:11](=[O:42])[O:10][C:6]([CH3:7])([CH3:8])[CH3:9])[CH2:16][C:17]2[CH:22]=[CH:21][CH:20]=[CH:19][C:18]=2[C:23]([F:26])([F:24])[F:25])=[O:40])[CH2:35]1)=[O:5])[CH3:2]. (2) Reactant: [CH3:1][C:2]([CH3:24])([CH3:23])[C:3]([C:5]1[C:13]2[NH:12][C:11](=[O:14])[CH:10]=[N:9][C:8]=2[N:7]([CH2:15][O:16][CH2:17][CH2:18][Si:19]([CH3:22])([CH3:21])[CH3:20])[CH:6]=1)=[O:4].[CH:25]1(O)[CH2:29][CH2:28][CH2:27][CH2:26]1.C(P(CCCC)CCCC)CCC.N(C(OC(C)C)=O)=NC(OC(C)C)=O. Product: [CH:25]1([O:14][C:11]2[N:12]=[C:13]3[C:5]([C:3](=[O:4])[C:2]([CH3:24])([CH3:23])[CH3:1])=[CH:6][N:7]([CH2:15][O:16][CH2:17][CH2:18][Si:19]([CH3:20])([CH3:22])[CH3:21])[C:8]3=[N:9][CH:10]=2)[CH2:29][CH2:28][CH2:27][CH2:26]1. The catalyst class is: 7. (3) Reactant: [Na].[CH:2]1([CH2:5][OH:6])[CH2:4][CH2:3]1.Cl[C:8]1[N:13]=[N:12][C:11]([NH2:14])=[CH:10][CH:9]=1. Product: [CH:2]1([CH2:5][O:6][C:8]2[N:13]=[N:12][C:11]([NH2:14])=[CH:10][CH:9]=2)[CH2:4][CH2:3]1. The catalyst class is: 6.